Regression. Given two drug SMILES strings and cell line genomic features, predict the synergy score measuring deviation from expected non-interaction effect. From a dataset of NCI-60 drug combinations with 297,098 pairs across 59 cell lines. (1) Drug 1: CC1=C(C(CCC1)(C)C)C=CC(=CC=CC(=CC(=O)O)C)C. Drug 2: CCC1(CC2CC(C3=C(CCN(C2)C1)C4=CC=CC=C4N3)(C5=C(C=C6C(=C5)C78CCN9C7C(C=CC9)(C(C(C8N6C)(C(=O)OC)O)OC(=O)C)CC)OC)C(=O)OC)O.OS(=O)(=O)O. Cell line: M14. Synergy scores: CSS=0.910, Synergy_ZIP=-1.20, Synergy_Bliss=0.0878, Synergy_Loewe=-0.981, Synergy_HSA=-0.943. (2) Drug 1: CC1=C(C=C(C=C1)NC2=NC=CC(=N2)N(C)C3=CC4=NN(C(=C4C=C3)C)C)S(=O)(=O)N.Cl. Drug 2: C1=NC2=C(N=C(N=C2N1C3C(C(C(O3)CO)O)O)F)N. Cell line: HS 578T. Synergy scores: CSS=5.64, Synergy_ZIP=0.470, Synergy_Bliss=5.48, Synergy_Loewe=2.67, Synergy_HSA=2.83. (3) Drug 1: C1C(C(OC1N2C=NC3=C(N=C(N=C32)Cl)N)CO)O. Drug 2: C1CCC(C(C1)N)N.C(=O)(C(=O)[O-])[O-].[Pt+4]. Cell line: NCIH23. Synergy scores: CSS=33.6, Synergy_ZIP=-1.87, Synergy_Bliss=0.823, Synergy_Loewe=-20.7, Synergy_HSA=0.00872.